From a dataset of Forward reaction prediction with 1.9M reactions from USPTO patents (1976-2016). Predict the product of the given reaction. (1) Given the reactants FC(F)(F)C(O)=O.FC(F)(F)C(O)=O.CN1CCC(OC2C=CC(C3C4C(=CC=C(N)C=4)NN=3)=CC=2)CC1.I[C:40]1[C:48]2[C:43](=[CH:44][CH:45]=[C:46]([NH2:49])[CH:47]=2)[N:42]([CH:50]2[CH2:55][CH2:54][CH2:53][CH2:52][O:51]2)[N:41]=1.CC1(C)C(C)(C)OB([C:64]2[CH:69]=[CH:68][C:67]([N:70]3[CH2:75][CH2:74][O:73][CH2:72][CH2:71]3)=[CH:66][CH:65]=2)O1, predict the reaction product. The product is: [O:73]1[CH2:74][CH2:75][N:70]([C:67]2[CH:68]=[CH:69][C:64]([C:40]3[C:48]4[C:43](=[CH:44][CH:45]=[C:46]([NH2:49])[CH:47]=4)[N:42]([CH:50]4[CH2:55][CH2:54][CH2:53][CH2:52][O:51]4)[N:41]=3)=[CH:65][CH:66]=2)[CH2:71][CH2:72]1. (2) Given the reactants [F:1][C:2]1[CH:31]=[CH:30][C:5]([O:6][C:7]2[CH:8]=[C:9]([CH:24]=[C:25]([N+:27]([O-])=O)[CH:26]=2)[O:10][C:11]2[CH:16]=[CH:15][C:14]([C:17]([CH3:23])([CH3:22])[C:18]([O:20][CH3:21])=[O:19])=[CH:13][CH:12]=2)=[CH:4][CH:3]=1.CO, predict the reaction product. The product is: [NH2:27][C:25]1[CH:24]=[C:9]([CH:8]=[C:7]([O:6][C:5]2[CH:4]=[CH:3][C:2]([F:1])=[CH:31][CH:30]=2)[CH:26]=1)[O:10][C:11]1[CH:16]=[CH:15][C:14]([C:17]([CH3:22])([CH3:23])[C:18]([O:20][CH3:21])=[O:19])=[CH:13][CH:12]=1. (3) Given the reactants B(Br)(Br)Br.C[O:6][C:7]1[CH:15]=[CH:14][CH:13]=[C:12]2[C:8]=1[CH2:9][C:10]([CH3:21])([C:16]([O:18][CH2:19]C)=[O:17])[CH2:11]2.CO.O, predict the reaction product. The product is: [OH:6][C:7]1[CH:15]=[CH:14][CH:13]=[C:12]2[C:8]=1[CH2:9][C:10]([CH3:21])([C:16]([O:18][CH3:19])=[O:17])[CH2:11]2.